Dataset: Peptide-MHC class II binding affinity with 134,281 pairs from IEDB. Task: Regression. Given a peptide amino acid sequence and an MHC pseudo amino acid sequence, predict their binding affinity value. This is MHC class II binding data. (1) The peptide sequence is MWRSRADEINAIFEE. The MHC is DRB1_1301 with pseudo-sequence DRB1_1301. The binding affinity (normalized) is 0. (2) The peptide sequence is PQCRLTPLSRLPFGMAPGPGPQPG. The MHC is DRB3_0101 with pseudo-sequence DRB3_0101. The binding affinity (normalized) is 0.